Task: Predict the reactants needed to synthesize the given product.. Dataset: Full USPTO retrosynthesis dataset with 1.9M reactions from patents (1976-2016) Given the product [CH3:37][S:38]([CH2:41][CH2:42][NH:43][CH2:28][C:26]1[O:27][C:23]([C:20]2[CH:21]=[C:22]3[C:17](=[CH:18][CH:19]=2)[N:16]=[CH:15][N:14]=[C:13]3[NH:12][C:11]2[CH:10]=[CH:9][C:8]([O:7][CH2:6][C:5]3[CH:32]=[CH:33][CH:34]=[C:3]([C:2]([F:36])([F:1])[F:35])[CH:4]=3)=[CH:31][CH:30]=2)=[CH:24][CH:25]=1)(=[O:40])=[O:39], predict the reactants needed to synthesize it. The reactants are: [F:1][C:2]([F:36])([F:35])[C:3]1[CH:4]=[C:5]([CH:32]=[CH:33][CH:34]=1)[CH2:6][O:7][C:8]1[CH:31]=[CH:30][C:11]([NH:12][C:13]2[C:22]3[C:17](=[CH:18][CH:19]=[C:20]([C:23]4[O:27][C:26]([CH:28]=O)=[CH:25][CH:24]=4)[CH:21]=3)[N:16]=[CH:15][N:14]=2)=[CH:10][CH:9]=1.[CH3:37][S:38]([CH2:41][CH2:42][NH2:43])(=[O:40])=[O:39].